From a dataset of Full USPTO retrosynthesis dataset with 1.9M reactions from patents (1976-2016). Predict the reactants needed to synthesize the given product. (1) Given the product [CH:37]([N:11]([CH2:12][C:13]([CH3:36])=[CH:14][CH2:15][C:16]1[C:17]([OH:29])=[C:18]2[C:22](=[C:23]([CH3:27])[C:24]=1[O:25][CH3:26])[CH2:21][O:20][C:19]2=[O:28])[CH2:10][CH2:9][P:4](=[O:3])([OH:5])[OH:8])=[O:38], predict the reactants needed to synthesize it. The reactants are: C([O:3][P:4]([CH2:9][CH2:10][N:11]([CH:37]=[O:38])[CH2:12][C:13]([CH3:36])=[CH:14][CH2:15][C:16]1[C:17]([O:29]CC[Si](C)(C)C)=[C:18]2[C:22](=[C:23]([CH3:27])[C:24]=1[O:25][CH3:26])[CH2:21][O:20][C:19]2=[O:28])(=[O:8])[O:5]CC)C.C[Si](Br)(C)C.N1C(C)=CC=CC=1C. (2) Given the product [Br:1][C:2]1[CH:16]=[CH:15][C:5]([O:6][C:7]2[C:8]([F:14])=[N:9][C:10]([Cl:26])=[CH:11][CH:12]=2)=[C:4]([CH:3]=1)[C:17]([N:18]([CH2:21][CH3:22])[CH2:19][CH3:20])=[O:23], predict the reactants needed to synthesize it. The reactants are: [Br:1][C:2]1[CH:16]=[CH:15][C:5]([O:6][C:7]2[C:8]([F:14])=[N+:9]([O-])[CH:10]=[CH:11][CH:12]=2)=[C:4]([C:17](=[O:23])[N:18]([CH2:21][CH3:22])[CH2:19][CH3:20])[CH:3]=1.P(Cl)(Cl)([Cl:26])=O. (3) The reactants are: [Br:1][C:2]1[CH:7]=[C:6]([F:8])[CH:5]=[C:4]([OH:9])[C:3]=1[OH:10].C(=O)([O-])[O-].[K+].[K+].Br[C:18](Br)([C:24]([O:26][CH2:27][CH3:28])=[O:25])[C:19]([O:21][CH2:22][CH3:23])=[O:20]. Given the product [CH2:27]([O:26][C:24]([C:18]1([C:19]([O:21][CH2:22][CH3:23])=[O:20])[O:9][C:4]2[CH:5]=[C:6]([F:8])[CH:7]=[C:2]([Br:1])[C:3]=2[O:10]1)=[O:25])[CH3:28], predict the reactants needed to synthesize it.